Dataset: Reaction yield outcomes from USPTO patents with 853,638 reactions. Task: Predict the reaction yield, written as a fraction of the theoretical maximum amount of product (1.0 means a 100% yield; for example, 0.34 means a 34% yield). (1) The yield is 0.710. The reactants are [CH3:1][S:2]([N:5]1[CH2:10][CH2:9][C:8]2[N:11]([CH2:24][CH2:25][CH:26]=O)[N:12]=[C:13]([C:14]3[CH:19]=[CH:18][C:17]([C:20]([F:23])([F:22])[F:21])=[CH:16][CH:15]=3)[C:7]=2[CH2:6]1)(=[O:4])=[O:3].[N+:28]([C:31]1[CH:36]=[CH:35][CH:34]=[CH:33][C:32]=1[N:37]1[CH2:42][CH2:41][NH:40][CH2:39][CH2:38]1)([O-:30])=[O:29].CC(O)=O.[BH-](OC(C)=O)(OC(C)=O)OC(C)=O.[Na+].C([O-])(O)=O.[Na+]. The product is [CH3:1][S:2]([N:5]1[CH2:10][CH2:9][C:8]2[N:11]([CH2:24][CH2:25][CH2:26][N:40]3[CH2:41][CH2:42][N:37]([C:32]4[CH:33]=[CH:34][CH:35]=[CH:36][C:31]=4[N+:28]([O-:30])=[O:29])[CH2:38][CH2:39]3)[N:12]=[C:13]([C:14]3[CH:19]=[CH:18][C:17]([C:20]([F:23])([F:22])[F:21])=[CH:16][CH:15]=3)[C:7]=2[CH2:6]1)(=[O:4])=[O:3]. The catalyst is C(Cl)Cl. (2) The reactants are [CH3:1][O:2][C:3]1[CH:8]=[CH:7][C:6]([N:9]([CH2:11][CH2:12][O:13][CH3:14])[CH3:10])=[CH:5][C:4]=1[NH:15][C:16]([NH2:18])=[S:17].BrBr. The catalyst is C(Cl)(Cl)Cl. The product is [CH3:1][O:2][C:3]1[C:4]2[N:15]=[C:16]([NH2:18])[S:17][C:5]=2[C:6]([N:9]([CH2:11][CH2:12][O:13][CH3:14])[CH3:10])=[CH:7][CH:8]=1. The yield is 0.710. (3) The reactants are [Cl:1][C:2]1[CH:3]=[N+:4]([O-:27])[CH:5]=[C:6]([Cl:26])[C:7]=1[CH2:8][C@@H:9]([C:11]1[CH:16]=[CH:15][C:14]([O:17][CH:18]([F:20])[F:19])=[C:13]([O:21][CH2:22][CH:23]2[CH2:25][CH2:24]2)[CH:12]=1)[OH:10].C(Cl)CCl.[CH3:32][N:33]1[CH:37]=[CH:36][N:35]=[C:34]1[S:38]([N:41]1[CH2:45][CH2:44][CH2:43][C@H:42]1[C:46](O)=[O:47])(=[O:40])=[O:39].O. The catalyst is CN(C=O)C.CN(C1C=CN=CC=1)C. The product is [Cl:1][C:2]1[CH:3]=[N+:4]([O-:27])[CH:5]=[C:6]([Cl:26])[C:7]=1[CH2:8][C@@H:9]([C:11]1[CH:16]=[CH:15][C:14]([O:17][CH:18]([F:20])[F:19])=[C:13]([O:21][CH2:22][CH:23]2[CH2:25][CH2:24]2)[CH:12]=1)[O:10][C:46]([C@@H:42]1[CH2:43][CH2:44][CH2:45][N:41]1[S:38]([C:34]1[N:33]([CH3:32])[CH:37]=[CH:36][N:35]=1)(=[O:40])=[O:39])=[O:47]. The yield is 0.950.